From a dataset of Reaction yield outcomes from USPTO patents with 853,638 reactions. Predict the reaction yield, written as a fraction of the theoretical maximum amount of product (1.0 means a 100% yield; for example, 0.34 means a 34% yield). (1) The reactants are [C:1]([C:4]1[CH:9]=[CH:8][C:7]([CH:10]2[C:14]3[C:15]([CH3:29])=[C:16]([NH:21][C:22](=[O:28])[CH2:23][C:24]([CH3:27])([CH3:26])[CH3:25])[C:17]([CH3:20])=[C:18]([CH3:19])[C:13]=3[O:12][CH2:11]2)=[CH:6][C:5]=1[O:30][CH3:31])([CH3:3])=[CH2:2]. The catalyst is [Pd].C(O)C. The product is [CH:1]([C:4]1[CH:9]=[CH:8][C:7]([CH:10]2[C:14]3[C:15]([CH3:29])=[C:16]([NH:21][C:22](=[O:28])[CH2:23][C:24]([CH3:25])([CH3:27])[CH3:26])[C:17]([CH3:20])=[C:18]([CH3:19])[C:13]=3[O:12][CH2:11]2)=[CH:6][C:5]=1[O:30][CH3:31])([CH3:3])[CH3:2]. The yield is 0.930. (2) The reactants are Cl[C:2]1[C:11]([C:12]([OH:14])=[O:13])=[CH:10][C:9]2[C:4](=[CH:5][CH:6]=[C:7]([Cl:15])[CH:8]=2)[N:3]=1.[CH3:16][N:17]1[C:31]2[C:26](=[CH:27][CH:28]=[CH:29][CH:30]=2)[C:19]([CH2:20][C@H:21]([C:23]([OH:25])=[O:24])[NH2:22])=[CH:18]1. No catalyst specified. The product is [C:23]([C@H:21]([NH:22][C:2]1[C:11]([C:12]([OH:14])=[O:13])=[CH:10][C:9]2[C:4](=[CH:5][CH:6]=[C:7]([Cl:15])[CH:8]=2)[N:3]=1)[CH2:20][C:19]1[C:26]2[C:31](=[CH:30][CH:29]=[CH:28][CH:27]=2)[N:17]([CH3:16])[CH:18]=1)([OH:25])=[O:24]. The yield is 0.870. (3) The reactants are Cl[C:2]1[C:11]2[C:6](=[CH:7][C:8]([CH2:12][O:13][C:14]3[CH:21]=[CH:20][C:17]([C:18]#[N:19])=[CH:16][CH:15]=3)=[CH:9][CH:10]=2)[N:5]=[C:4]([CH3:22])[CH:3]=1. The catalyst is N1CCCCC1. The product is [CH3:22][C:4]1[CH:3]=[C:2]([N:5]2[CH2:6][CH2:11][CH2:2][CH2:3][CH2:4]2)[C:11]2[C:6](=[CH:7][C:8]([CH2:12][O:13][C:14]3[CH:21]=[CH:20][C:17]([C:18]#[N:19])=[CH:16][CH:15]=3)=[CH:9][CH:10]=2)[N:5]=1. The yield is 0.320. (4) The reactants are Br[C:2]1[CH:3]=[CH:4][C:5]([CH3:8])=[N:6][CH:7]=1.[C:9]1([CH2:15][SH:16])[CH:14]=[CH:13][CH:12]=[CH:11][CH:10]=1.C(N(C(C)C)C(C)C)C.C1(P(C2C=CC=CC=2)C2C3OC4C(=CC=CC=4P(C4C=CC=CC=4)C4C=CC=CC=4)C(C)(C)C=3C=CC=2)C=CC=CC=1. The catalyst is C1(C)C=CC=CC=1.C1C=CC(/C=C/C(/C=C/C2C=CC=CC=2)=O)=CC=1.C1C=CC(/C=C/C(/C=C/C2C=CC=CC=2)=O)=CC=1.C1C=CC(/C=C/C(/C=C/C2C=CC=CC=2)=O)=CC=1.[Pd].[Pd].O. The product is [CH2:15]([S:16][C:2]1[CH:3]=[CH:4][C:5]([CH3:8])=[N:6][CH:7]=1)[C:9]1[CH:14]=[CH:13][CH:12]=[CH:11][CH:10]=1. The yield is 0.940. (5) The reactants are [NH2:1][C:2]1[CH:10]=[C:9]2[C:5]([CH2:6][O:7][C:8]2=[C:11]2[C:19]3[C:14](=[CH:15][CH:16]=[CH:17][CH:18]=3)[NH:13][C:12]2=[O:20])=[CH:4][CH:3]=1.[CH:21](=O)[CH3:22].[C:24](O[BH-](OC(=O)C)OC(=O)C)(=O)[CH3:25].[Na+]. No catalyst specified. The product is [CH2:21]([NH:1][C:2]1[CH:10]=[C:9]2[C:5]([CH2:6][O:7][C:8]2=[C:11]2[C:19]3[C:14](=[CH:15][CH:16]=[CH:17][CH:18]=3)[NH:13][C:12]2=[O:20])=[CH:4][CH:3]=1)[CH3:22].[CH2:24]([N:1]([CH2:21][CH3:22])[C:2]1[CH:10]=[C:9]2[C:5]([CH2:6][O:7][C:8]2=[C:11]2[C:19]3[C:14](=[CH:15][CH:16]=[CH:17][CH:18]=3)[NH:13][C:12]2=[O:20])=[CH:4][CH:3]=1)[CH3:25]. The yield is 0.610. (6) The reactants are [Li].[Cl:2][C:3]1[CH:8]=[C:7]([Cl:9])[CH:6]=[CH:5][C:4]=1[C@@H:10]1[N:15]=[C:14]([C:16]2[S:17][CH:18]=[CH:19][N:20]=2)[NH:13][C:12]([CH2:21][N:22]2[CH2:27][CH2:26][O:25][CH2:24][C@H:23]2[C:28]([OH:30])=[O:29])=[C:11]1[C:31]([O:33][C@H:34](C)[C:35](OCC)=O)=[O:32]. The yield is 0.680. The product is [Cl:2][C:3]1[CH:8]=[C:7]([Cl:9])[CH:6]=[CH:5][C:4]=1[C@@H:10]1[N:15]=[C:14]([C:16]2[S:17][CH:18]=[CH:19][N:20]=2)[NH:13][C:12]([CH2:21][N:22]2[CH2:27][CH2:26][O:25][CH2:24][C@H:23]2[C:28]([OH:30])=[O:29])=[C:11]1[C:31]([O:33][CH2:34][CH3:35])=[O:32]. The catalyst is C(O)C. (7) The reactants are [C:1]([O:8][CH3:9])(=[O:7])[CH2:2][C:3]([O:5][CH3:6])=[O:4].[H-].[Na+].Br[CH2:13][CH2:14][C:15]1[CH:20]=[CH:19][CH:18]=[CH:17][CH:16]=1. The catalyst is C1COCC1.[Cl-].[Na+].O. The product is [CH2:13]([CH:2]([C:1]([O:8][CH3:9])=[O:7])[C:3]([O:5][CH3:6])=[O:4])[CH2:14][C:15]1[CH:20]=[CH:19][CH:18]=[CH:17][CH:16]=1. The yield is 0.670.